Dataset: Experimentally validated miRNA-target interactions with 360,000+ pairs, plus equal number of negative samples. Task: Binary Classification. Given a miRNA mature sequence and a target amino acid sequence, predict their likelihood of interaction. (1) The miRNA is hsa-miR-6786-5p with sequence GCGGUGGGGCCGGAGGGGCGU. The protein sequence of the target gene is MFWKFDLHSSSHIDTLLEREDVTLKELMDEEDVLQECKAQNRKLIEFLLKAECLEDLVSFIIEEPPQDMDEKIRYKYPNISCELLTSDVSQMNDRLGEDESLLMKLYSFLLNESPLNPLLASFFSKVLSILISRKPEQIVDFLKKKRDFVDLIIKHIGTSAIMDLLLRLLTCIEPPQPRQDVLNWLNEERIIQRLVEIVHPSQEEDRHSNASQSLCEIVRLSRDQMLQVQNSTEPDPLLATLEKQEIIEQLLSNIFHKEKNESAIVSAIQILLTLLETRRPTFEGHIEICPPGMSHSACS.... Result: 0 (no interaction). (2) The miRNA is hsa-miR-4469 with sequence GCUCCCUCUAGGGUCGCUCGGA. The protein sequence of the target gene is MASLLAKDAYLQSLAKKICSHSAPEQQARTRAGKTQGSETAGPPKKKRKKTQKKFRKREEKAAEHKAKSLGEKSPAASGARRPEAAKEEAAWASSSAGNPADGLATEPESVFALDVLRQRLHEKIQEARGQGSAKELSPAALEKRRRRKQERDRKKRKRKELRAKEKARKAEEATEAQEVVEATPEGACTEPREPPGLIFNKVEVSEDEPASKAQRRKEKRQRVKGNLTPLTGRNYRQLLERLQARQSRLDELRGQDEGKAQELEAKMKWTNLLYKAEGVKIRDDERLLQEALKRKEKRR.... Result: 1 (interaction).